From a dataset of Reaction yield outcomes from USPTO patents with 853,638 reactions. Predict the reaction yield, written as a fraction of the theoretical maximum amount of product (1.0 means a 100% yield; for example, 0.34 means a 34% yield). The yield is 0.880. The product is [CH2:5]([O:4][C:2]([NH:12][C@@H:13]1[C:19](=[O:20])[N:18]2[C@H:21]([C:25]([O:27][C:28]([CH3:30])([CH3:29])[CH3:31])=[O:26])[CH2:22][CH2:23][CH2:24][N:17]2[C:16](=[O:32])[CH2:15][CH2:14]1)=[O:3])[C:6]1[CH:11]=[CH:10][CH:9]=[CH:8][CH:7]=1. The catalyst is CCOC(C)=O.O. The reactants are Cl[C:2]([O:4][CH2:5][C:6]1[CH:11]=[CH:10][CH:9]=[CH:8][CH:7]=1)=[O:3].[NH2:12][C@@H:13]1[C:19](=[O:20])[N:18]2[C@H:21]([C:25]([O:27][C:28]([CH3:31])([CH3:30])[CH3:29])=[O:26])[CH2:22][CH2:23][CH2:24][N:17]2[C:16](=[O:32])[CH2:15][CH2:14]1.C([O-])(O)=O.[Na+].O1CCOCC1.